Dataset: Full USPTO retrosynthesis dataset with 1.9M reactions from patents (1976-2016). Task: Predict the reactants needed to synthesize the given product. Given the product [Br:1][C:2]1[CH:3]=[C:4]([CH2:10][N:11]([C:12]2[CH:13]=[CH:14][C:15]([O:18][C:19]3[CH:24]=[CH:23][C:22]([CH3:25])=[CH:21][CH:20]=3)=[CH:16][CH:17]=2)[S:27]([CH3:26])(=[O:29])=[O:28])[C:5]([O:8][CH3:9])=[N:6][CH:7]=1, predict the reactants needed to synthesize it. The reactants are: [Br:1][C:2]1[CH:3]=[C:4]([CH2:10][NH:11][C:12]2[CH:17]=[CH:16][C:15]([O:18][C:19]3[CH:24]=[CH:23][C:22]([CH3:25])=[CH:21][CH:20]=3)=[CH:14][CH:13]=2)[C:5]([O:8][CH3:9])=[N:6][CH:7]=1.[CH3:26][S:27](Cl)(=[O:29])=[O:28].